Task: Predict the reaction yield, written as a fraction of the theoretical maximum amount of product (1.0 means a 100% yield; for example, 0.34 means a 34% yield).. Dataset: Reaction yield outcomes from USPTO patents with 853,638 reactions (1) The reactants are C(=O)=O.CC(C)=O.[Cl:8][C:9]1[CH:37]=[CH:36][C:12]2[N:13]([CH2:27][C:28]3[CH:33]=[CH:32][C:31]([O:34][CH3:35])=[CH:30][CH:29]=3)[C:14](=[O:26])[CH2:15][N:16]=[C:17]([C:18]3[CH:23]=[CH:22][C:21]([O:24][CH3:25])=[CH:20][CH:19]=3)[C:11]=2[CH:10]=1.CC([O-])(C)C.[K+].[Br:44][C:45]1[CH:46]=[C:47]([CH:50]=[CH:51][CH:52]=1)[CH2:48]Br. The catalyst is C1COCC1. The product is [Br:44][C:45]1[CH:46]=[C:47]([CH:50]=[CH:51][CH:52]=1)[CH2:48][CH:15]1[C:14](=[O:26])[N:13]([CH2:27][C:28]2[CH:33]=[CH:32][C:31]([O:34][CH3:35])=[CH:30][CH:29]=2)[C:12]2[CH:36]=[CH:37][C:9]([Cl:8])=[CH:10][C:11]=2[C:17]([C:18]2[CH:23]=[CH:22][C:21]([O:24][CH3:25])=[CH:20][CH:19]=2)=[N:16]1. The yield is 0.840. (2) The reactants are FC(F)(F)C(O)=O.C(OC(=O)[NH:14][CH2:15][C:16]([C:19]1[CH:24]=[CH:23][C:22]([O:25][C:26]2[CH:31]=[CH:30][C:29]([C:32](=[O:34])[NH2:33])=[CH:28][N:27]=2)=[CH:21][CH:20]=1)([CH3:18])[CH3:17])(C)(C)C. The product is [NH2:14][CH2:15][C:16]([C:19]1[CH:20]=[CH:21][C:22]([O:25][C:26]2[CH:31]=[CH:30][C:29]([C:32]([NH2:33])=[O:34])=[CH:28][N:27]=2)=[CH:23][CH:24]=1)([CH3:18])[CH3:17]. The yield is 0.710. The catalyst is ClCCl.